From a dataset of Reaction yield outcomes from USPTO patents with 853,638 reactions. Predict the reaction yield, written as a fraction of the theoretical maximum amount of product (1.0 means a 100% yield; for example, 0.34 means a 34% yield). (1) The catalyst is ClCCl. The product is [NH2:27][C:22]1[CH:23]=[CH:24][CH:25]=[CH:26][C:21]=1[NH:28][CH:17]1[CH2:18][CH2:19][N:14]([C:2]2([CH3:1])[CH2:6][CH2:5][N:4]([C:7]([O:9][C:10]([CH3:13])([CH3:12])[CH3:11])=[O:8])[CH2:3]2)[CH2:15][CH2:16]1. The yield is 0.421. The reactants are [CH3:1][C:2]1([N:14]2[CH2:19][CH2:18][C:17](=O)[CH2:16][CH2:15]2)[CH2:6][CH2:5][N:4]([C:7]([O:9][C:10]([CH3:13])([CH3:12])[CH3:11])=[O:8])[CH2:3]1.[C:21]1([NH2:28])[C:22]([NH2:27])=[CH:23][CH:24]=[CH:25][CH:26]=1.[Na].C(O)(=O)C. (2) The yield is 0.690. The product is [C:27]([O:26][C:24](=[O:25])[NH:31][CH2:32][CH2:33][C:34](=[O:35])[NH:23][C:20]1[CH:21]=[C:22]2[C:17]([CH:16]=[N:15][N:14]2[S:11]([C:1]2[C:10]3[C:5](=[CH:6][CH:7]=[CH:8][CH:9]=3)[CH:4]=[CH:3][CH:2]=2)(=[O:13])=[O:12])=[CH:18][CH:19]=1)([CH3:30])([CH3:28])[CH3:29]. The reactants are [C:1]1([S:11]([N:14]2[C:22]3[C:17](=[CH:18][CH:19]=[C:20]([NH2:23])[CH:21]=3)[CH:16]=[N:15]2)(=[O:13])=[O:12])[C:10]2[C:5](=[CH:6][CH:7]=[CH:8][CH:9]=2)[CH:4]=[CH:3][CH:2]=1.[C:24]([NH:31][CH2:32][CH2:33][C:34](O)=[O:35])([O:26][C:27]([CH3:30])([CH3:29])[CH3:28])=[O:25].Cl.CN(C)CCCN=C=NCC. The catalyst is CC#N. (3) The reactants are O[C:2]1[N:11]=[CH:10][C:9]2[C:4](=[CH:5][CH:6]=[CH:7][CH:8]=2)[N:3]=1.F[P-](F)(F)(F)(F)F.[N:19]1(O[P+](N(C)C)(N(C)C)N(C)C)[C:23]2[CH:24]=[CH:25][CH:26]=[CH:27][C:22]=2[N:21]=[N:20]1.C1CCN2C(=NCCC2)CC1.N1C2C=CC=CC=2N=N1. No catalyst specified. The product is [N:19]1([C:10]2[C:9]3[C:4](=[CH:5][CH:6]=[CH:7][CH:8]=3)[N:3]=[CH:2][N:11]=2)[C:23]2[CH:24]=[CH:25][CH:26]=[CH:27][C:22]=2[N:21]=[N:20]1. The yield is 0.770. (4) The yield is 0.490. The product is [CH3:7][C:6]1([CH3:8])[C:2]([CH3:1])([CH3:28])[O:3][B:4]([C:9]2[CH:10]=[C:11]3[C:16](=[CH:17][CH:18]=2)[CH:15]=[C:14]([C:30]2[CH:51]=[CH:50][C:33]4[N:34]=[C:35]([C@@H:37]5[CH2:42][C@@H:41]6[C@@H:39]([CH2:40]6)[N:38]5[C:43]([O:45][C:46]([CH3:47])([CH3:48])[CH3:49])=[O:44])[NH:36][C:32]=4[CH:31]=2)[CH:13]=[CH:12]3)[O:5]1. The reactants are [CH3:1][C:2]1([CH3:28])[C:6]([CH3:8])([CH3:7])[O:5][B:4]([C:9]2[CH:18]=[CH:17][C:16]3[C:11](=[CH:12][CH:13]=[C:14](B4OC(C)(C)C(C)(C)O4)[CH:15]=3)[CH:10]=2)[O:3]1.Br[C:30]1[CH:51]=[CH:50][C:33]2[NH:34][C:35]([C@@H:37]3[CH2:42][C@@H:41]4[C@@H:39]([CH2:40]4)[N:38]3[C:43]([O:45][C:46]([CH3:49])([CH3:48])[CH3:47])=[O:44])=[N:36][C:32]=2[CH:31]=1.C(=O)([O-])[O-].[Na+].[Na+]. The catalyst is COCCOC.O.C1C=CC([P]([Pd]([P](C2C=CC=CC=2)(C2C=CC=CC=2)C2C=CC=CC=2)([P](C2C=CC=CC=2)(C2C=CC=CC=2)C2C=CC=CC=2)[P](C2C=CC=CC=2)(C2C=CC=CC=2)C2C=CC=CC=2)(C2C=CC=CC=2)C2C=CC=CC=2)=CC=1. (5) The reactants are [NH:1]1[CH:6]=[CH:5][CH:4]=[CH:3][C:2]1=[O:7].[CH2:8]([NH:15][C:16]([C:18]1[S:22][C:21](Br)=[N:20][C:19]=1[CH3:24])=[O:17])[C:9]1[CH:14]=[CH:13][CH:12]=[CH:11][CH:10]=1. No catalyst specified. The product is [CH2:8]([NH:15][C:16]([C:18]1[S:22][C:21]([N:1]2[CH:6]=[CH:5][CH:4]=[CH:3][C:2]2=[O:7])=[N:20][C:19]=1[CH3:24])=[O:17])[C:9]1[CH:10]=[CH:11][CH:12]=[CH:13][CH:14]=1. The yield is 0.480. (6) The reactants are F[C:2]1[CH:7]=[CH:6][C:5]([C:8]([F:11])([F:10])[F:9])=[CH:4][CH:3]=1.C[O:13][C:14](=[O:22])[C:15]1[CH:20]=[CH:19][C:18]([OH:21])=[CH:17][CH:16]=1. No catalyst specified. The product is [F:9][C:8]([F:11])([F:10])[C:5]1[CH:6]=[CH:7][C:2]([O:21][C:18]2[CH:19]=[CH:20][C:15]([C:14]([OH:22])=[O:13])=[CH:16][CH:17]=2)=[CH:3][CH:4]=1. The yield is 0.800.